This data is from NCI-60 drug combinations with 297,098 pairs across 59 cell lines. The task is: Regression. Given two drug SMILES strings and cell line genomic features, predict the synergy score measuring deviation from expected non-interaction effect. (1) Drug 1: CC(C1=C(C=CC(=C1Cl)F)Cl)OC2=C(N=CC(=C2)C3=CN(N=C3)C4CCNCC4)N. Drug 2: C1=NC(=NC(=O)N1C2C(C(C(O2)CO)O)O)N. Cell line: NCI-H322M. Synergy scores: CSS=4.90, Synergy_ZIP=0.590, Synergy_Bliss=0.176, Synergy_Loewe=-4.27, Synergy_HSA=-1.71. (2) Drug 1: CCC1=CC2CC(C3=C(CN(C2)C1)C4=CC=CC=C4N3)(C5=C(C=C6C(=C5)C78CCN9C7C(C=CC9)(C(C(C8N6C)(C(=O)OC)O)OC(=O)C)CC)OC)C(=O)OC.C(C(C(=O)O)O)(C(=O)O)O. Drug 2: C1CN(P(=O)(OC1)NCCCl)CCCl. Cell line: PC-3. Synergy scores: CSS=22.3, Synergy_ZIP=-0.819, Synergy_Bliss=-1.34, Synergy_Loewe=-44.9, Synergy_HSA=-1.17.